Dataset: Reaction yield outcomes from USPTO patents with 853,638 reactions. Task: Predict the reaction yield, written as a fraction of the theoretical maximum amount of product (1.0 means a 100% yield; for example, 0.34 means a 34% yield). (1) The reactants are C([O:5][C:6](=[O:33])[CH2:7][CH2:8][NH:9][CH2:10][CH2:11][C:12]1[CH:21]=[CH:20][C:19]2[C:14](=[CH:15][CH:16]=[C:17]([O:22][CH:23]3[CH2:28][CH2:27][CH:26]([C:29]([CH3:32])([CH3:31])[CH3:30])[CH2:25][CH2:24]3)[CH:18]=2)[CH:13]=1)(C)(C)C. The catalyst is Cl.O1CCOCC1. The product is [C:29]([CH:26]1[CH2:25][CH2:24][CH:23]([O:22][C:17]2[CH:18]=[C:19]3[C:14](=[CH:15][CH:16]=2)[CH:13]=[C:12]([CH2:11][CH2:10][NH:9][CH2:8][CH2:7][C:6]([OH:33])=[O:5])[CH:21]=[CH:20]3)[CH2:28][CH2:27]1)([CH3:32])([CH3:30])[CH3:31]. The yield is 0.490. (2) The reactants are Cl.[OH:2][C@@H:3]1[CH2:8][NH:7][C@H:6]([C:9]([OH:11])=[O:10])[CH2:5][CH2:4]1.O1CCOC[CH2:13]1. The catalyst is CO. The product is [OH:2][C@@H:3]1[CH2:8][NH:7][C@H:6]([C:9]([O:11][CH3:13])=[O:10])[CH2:5][CH2:4]1. The yield is 0.890. (3) The reactants are C(=O)([O-])[O-].[K+].[K+].Cl.[NH2:8][OH:9].[C:10]([C:12]1([NH:16][S:17]([C:19]([CH3:22])([CH3:21])[CH3:20])=[O:18])[CH2:15][CH2:14][CH2:13]1)#[N:11]. The catalyst is CCO. The yield is 0.520. The product is [CH3:20][C:19]([CH3:22])([S:17]([NH:16][C:12]1(/[C:10](=[N:8]/[OH:9])/[NH2:11])[CH2:13][CH2:14][CH2:15]1)=[O:18])[CH3:21]. (4) The reactants are [CH3:1][O:2][C:3]1[CH:8]=[CH:7][CH:6]=[C:5]([N+:9]([O-])=O)[C:4]=1[N:12]1[CH2:18][CH2:17][CH2:16][N:15]([CH2:19][C:20]2[S:24][C:23]([C:25]3[CH:30]=[CH:29][CH:28]=[CH:27][CH:26]=3)=[N:22][CH:21]=2)[CH2:14][CH2:13]1.[H][H]. The catalyst is C(OCC)(=O)C.[Pd]. The product is [CH3:1][O:2][C:3]1[C:4]([N:12]2[CH2:18][CH2:17][CH2:16][N:15]([CH2:19][C:20]3[S:24][C:23]([C:25]4[CH:30]=[CH:29][CH:28]=[CH:27][CH:26]=4)=[N:22][CH:21]=3)[CH2:14][CH2:13]2)=[C:5]([NH2:9])[CH:6]=[CH:7][CH:8]=1. The yield is 0.900. (5) The reactants are [Br:1][C:2]1[N:10]([CH2:11][C:12]2[CH:17]=[CH:16][C:15]([F:18])=[CH:14][CH:13]=2)[C:9]2[C:8](=[O:19])[N:7]([CH2:20][CH2:21][CH2:22][O:23]C3CCCCO3)[C:6](=[O:30])[N:5]([CH3:31])[C:4]=2[N:3]=1.Cl. The catalyst is C(O)C. The product is [Br:1][C:2]1[N:10]([CH2:11][C:12]2[CH:13]=[CH:14][C:15]([F:18])=[CH:16][CH:17]=2)[C:9]2[C:8](=[O:19])[N:7]([CH2:20][CH2:21][CH2:22][OH:23])[C:6](=[O:30])[N:5]([CH3:31])[C:4]=2[N:3]=1. The yield is 0.839. (6) The reactants are [C:1]([N:9]=[C:10]=[S:11])(=[O:8])[C:2]1[CH:7]=[CH:6][CH:5]=[CH:4][CH:3]=1.[NH:12]1[C:21]2[C:16](=[CH:17][CH:18]=[CH:19][CH:20]=2)[CH2:15][CH2:14][CH2:13]1. The catalyst is ClCCl. The product is [NH2:9][C:10]([NH2:12])=[S:11].[C:1]([N:12]1[C:21]2[C:16](=[CH:17][CH:18]=[CH:19][CH:20]=2)[CH2:15][CH2:14][CH2:13]1)(=[O:8])[C:2]1[CH:7]=[CH:6][CH:5]=[CH:4][CH:3]=1. The yield is 0.930. (7) The reactants are [CH:1]1[C:14]2[C:5](=[N:6][C:7]3[C:12]([C:13]=2[C:15]([OH:17])=[O:16])=[CH:11][CH:10]=[CH:9][CH:8]=3)[CH:4]=[CH:3][CH:2]=1.CI.[C:20](=O)([O-])[O-].[K+].[K+]. The catalyst is CN(C=O)C.[Cl-].[Na+].O. The product is [CH:11]1[C:12]2[C:7](=[N:6][C:5]3[C:14]([C:13]=2[C:15]([O:17][CH3:20])=[O:16])=[CH:1][CH:2]=[CH:3][CH:4]=3)[CH:8]=[CH:9][CH:10]=1. The yield is 0.780.